From a dataset of Catalyst prediction with 721,799 reactions and 888 catalyst types from USPTO. Predict which catalyst facilitates the given reaction. (1) Reactant: [C:1]([N:5]1[CH2:9][C@@H:8]([C:10]2[CH:15]=[CH:14][C:13]([F:16])=[CH:12][C:11]=2[F:17])[C@H:7]([C:18]([O:20]C)=[O:19])[CH2:6]1)([CH3:4])([CH3:3])[CH3:2].C[Si](C)(C)[O-].[K+].[ClH:28]. Product: [ClH:28].[C:1]([N:5]1[CH2:9][C@@H:8]([C:10]2[CH:15]=[CH:14][C:13]([F:16])=[CH:12][C:11]=2[F:17])[C@H:7]([C:18]([OH:20])=[O:19])[CH2:6]1)([CH3:4])([CH3:2])[CH3:3]. The catalyst class is: 757. (2) Reactant: [CH3:1][C:2]1[NH:6][C:5]([NH2:7])=[N:4][CH:3]=1.[C:8]1([CH:14]([C:20](OCC)=[O:21])[C:15](OCC)=[O:16])[CH:13]=[CH:12][CH:11]=[CH:10][CH:9]=1.N12CCCN=C1CCCCC2. Product: [CH3:1][C:2]1[N:6]=[C:5]2[N:7]=[C:20]([OH:21])[C:14]([C:8]3[CH:13]=[CH:12][CH:11]=[CH:10][CH:9]=3)=[C:15]([OH:16])[N:4]2[CH:3]=1. The catalyst class is: 3. (3) Reactant: CS(O[CH:6]1[CH2:11][CH2:10][N:9]([C:12]([O:14][C:15]([CH3:18])([CH3:17])[CH3:16])=[O:13])[CH2:8][CH2:7]1)(=O)=O.CN(C)C=O.[C:24]([O-:27])(=[S:26])[CH3:25].[K+].O. Product: [C:24]([S:26][CH:6]1[CH2:7][CH2:8][N:9]([C:12]([O:14][C:15]([CH3:16])([CH3:17])[CH3:18])=[O:13])[CH2:10][CH2:11]1)(=[O:27])[CH3:25]. The catalyst class is: 282. (4) Reactant: [H-].[Na+].[CH:3]1([NH:6][C:7](=[O:28])[C:8]2[CH:13]=[CH:12][C:11]([CH3:14])=[C:10]([NH:15][C:16]3[CH:17]=[C:18]4[C:22](=[CH:23][CH:24]=3)[C:21](=[O:25])[C:20]([CH3:27])([CH3:26])[CH2:19]4)[CH:9]=2)[CH2:5][CH2:4]1.[CH3:29][S:30](Cl)(=[O:32])=[O:31]. Product: [CH:3]1([NH:6][C:7](=[O:28])[C:8]2[CH:13]=[CH:12][C:11]([CH3:14])=[C:10]([N:15]([C:16]3[CH:17]=[C:18]4[C:22](=[CH:23][CH:24]=3)[C:21](=[O:25])[C:20]([CH3:26])([CH3:27])[CH2:19]4)[S:30]([CH3:29])(=[O:32])=[O:31])[CH:9]=2)[CH2:4][CH2:5]1. The catalyst class is: 173. (5) Reactant: [I:1][C:2]1[CH:3]=[CH:4][C:5](=[N:14]S(C2C=CC(C)=CC=2)(=O)=O)[N:6]([CH:8]([C:10](=O)[CH2:11][CH3:12])[CH3:9])[CH:7]=1.FC(F)(F)C(OC(=O)C(F)(F)F)=O. Product: [CH2:11]([C:10]1[N:14]=[C:5]2[CH:4]=[CH:3][C:2]([I:1])=[CH:7][N:6]2[C:8]=1[CH3:9])[CH3:12]. The catalyst class is: 1. (6) Product: [F:29][C:2]([F:1])([F:30])[C:3]([N:5]([CH2:15][CH:16]1[O:21][CH2:20][CH2:19][NH:18][CH2:17]1)[C@@H:6]1[CH2:8][C@H:7]1[C:9]1[CH:10]=[CH:11][CH:12]=[CH:13][CH:14]=1)=[O:4]. Reactant: [F:1][C:2]([F:30])([F:29])[C:3]([N:5]([CH2:15][CH:16]1[O:21][CH2:20][CH2:19][N:18](C(OC(C)(C)C)=O)[CH2:17]1)[C@@H:6]1[CH2:8][C@H:7]1[C:9]1[CH:14]=[CH:13][CH:12]=[CH:11][CH:10]=1)=[O:4].C(O)(C(F)(F)F)=O. The catalyst class is: 4.